This data is from Full USPTO retrosynthesis dataset with 1.9M reactions from patents (1976-2016). The task is: Predict the reactants needed to synthesize the given product. (1) Given the product [F:23][C:24]1[CH:30]=[CH:29][CH:28]=[C:27]([F:31])[C:25]=1[NH:26][C:12](=[NH:13])[CH2:11][C:10]([C:4]1[CH:5]=[CH:6][C:7]([F:9])=[CH:8][C:3]=1[F:2])=[O:22], predict the reactants needed to synthesize it. The reactants are: Cl.[F:2][C:3]1[CH:8]=[C:7]([F:9])[CH:6]=[CH:5][C:4]=1[C:10](=[O:22])[CH2:11][C:12](SC1C=CC(Cl)=CC=1)=[NH:13].[F:23][C:24]1[CH:30]=[CH:29][CH:28]=[C:27]([F:31])[C:25]=1[NH2:26]. (2) The reactants are: [OH:1][CH2:2][CH:3]([O:6][CH2:7][C@@H:8]([NH:11][C:12](=[O:18])[O:13][C:14]([CH3:17])([CH3:16])[CH3:15])[CH:9]=[CH2:10])[CH:4]=[CH2:5].C(N(CC)CC)C.[C:26](Cl)(=[O:28])[CH3:27]. Given the product [C:26]([O:1][CH2:2][CH:3]([O:6][CH2:7][C@@H:8]([NH:11][C:12]([O:13][C:14]([CH3:17])([CH3:16])[CH3:15])=[O:18])[CH:9]=[CH2:10])[CH:4]=[CH2:5])(=[O:28])[CH3:27], predict the reactants needed to synthesize it. (3) The reactants are: C1C=CC(P(C2C=CC=CC=2)C2C=CC=CC=2)=CC=1.N1C=CN=C1.[I:25]I.[C:27]([O:31][C:32]([NH:34][CH2:35][C:36]1[CH:37]=[C:38]([C:42]2[CH:47]=[C:46]([CH2:48][CH2:49]O)[CH:45]=[C:44]([CH2:51][O:52][C:53]3[CH:58]=[CH:57][CH:56]=[CH:55][C:54]=3[CH2:59][C:60]([O:62][C:63]([CH3:66])([CH3:65])[CH3:64])=[O:61])[CH:43]=2)[CH:39]=[CH:40][CH:41]=1)=[O:33])([CH3:30])([CH3:29])[CH3:28]. Given the product [C:27]([O:31][C:32]([NH:34][CH2:35][C:36]1[CH:37]=[C:38]([C:42]2[CH:47]=[C:46]([CH2:48][CH2:49][I:25])[CH:45]=[C:44]([CH2:51][O:52][C:53]3[CH:58]=[CH:57][CH:56]=[CH:55][C:54]=3[CH2:59][C:60]([O:62][C:63]([CH3:66])([CH3:65])[CH3:64])=[O:61])[CH:43]=2)[CH:39]=[CH:40][CH:41]=1)=[O:33])([CH3:30])([CH3:29])[CH3:28], predict the reactants needed to synthesize it. (4) Given the product [CH3:10][C:11]1[NH:12][C:13]([C:1]([C:2]2[CH:7]=[CH:6][CH:5]=[CH:4][CH:3]=2)=[O:8])=[N:14][CH:15]=1, predict the reactants needed to synthesize it. The reactants are: [C:1](Cl)(=[O:8])[C:2]1[CH:7]=[CH:6][CH:5]=[CH:4][CH:3]=1.[CH3:10][C:11]1[N:12]=[CH:13][NH:14][CH:15]=1.[OH-].[Na+]. (5) Given the product [NH2:1][C:2]1[C:3]([C:4](=[O:5])[NH2:6])=[CH:7][C:8]([Cl:12])=[CH:9][C:10]=1[NH:11][C:13]([C:16]1[CH:21]=[CH:20][C:19]([CH:22]2[CH2:23][CH2:24][N:25]([C:28]([O:30][C:31]([CH3:34])([CH3:33])[CH3:32])=[O:29])[CH2:26][CH2:27]2)=[CH:18][CH:17]=1)=[O:14], predict the reactants needed to synthesize it. The reactants are: [NH2:1][C:2]1[C:10]([NH2:11])=[CH:9][C:8]([Cl:12])=[CH:7][C:3]=1[C:4]([NH2:6])=[O:5].[C:13]([C:16]1[CH:21]=[CH:20][C:19]([CH:22]2[CH2:27][CH2:26][N:25]([C:28]([O:30][C:31]([CH3:34])([CH3:33])[CH3:32])=[O:29])[CH2:24][CH2:23]2)=[CH:18][CH:17]=1)(O)=[O:14].ON1C2C=CC=CC=2N=N1.F[P-](F)(F)(F)(F)F.N1(O[P+](N2CCCC2)(N2CCCC2)N2CCCC2)C2C=CC=CC=2N=N1.C(N(C(C)C)CC)(C)C. (6) The reactants are: [Cl:1][C:2]1[CH:3]=[C:4]([CH:8]2[CH2:13][N:12]([CH2:14][C@H:15]([OH:20])[C:16]([F:19])([F:18])[F:17])[CH2:11][CH2:10][O:9]2)[CH:5]=[CH:6][CH:7]=1.ClCCl.C(N(CC)CC)C.[Cl:31][C:32]1[CH:37]=[CH:36][C:35]([N:38]=[C:39]=[O:40])=[CH:34][C:33]=1[F:41]. Given the product [ClH:1].[Cl:1][C:2]1[CH:3]=[C:4]([C@H:8]2[O:9][CH2:10][CH2:11][N:12]([CH2:14][C@H:15]([O:20][C:39](=[O:40])[NH:38][C:35]3[CH:36]=[CH:37][C:32]([Cl:31])=[C:33]([F:41])[CH:34]=3)[C:16]([F:18])([F:19])[F:17])[CH2:13]2)[CH:5]=[CH:6][CH:7]=1, predict the reactants needed to synthesize it. (7) Given the product [F:1][C:2]1[CH:3]=[CH:4][C:5]([N:8]([CH2:9][CH2:10][O:11][CH3:12])[C:13]([N:15]2[CH:19]=[CH:18][N:17]=[CH:16]2)=[O:14])=[CH:6][CH:7]=1, predict the reactants needed to synthesize it. The reactants are: [F:1][C:2]1[CH:7]=[CH:6][C:5]([NH:8][CH2:9][CH2:10][O:11][CH3:12])=[CH:4][CH:3]=1.[C:13](N1C=CN=C1)([N:15]1[CH:19]=[CH:18][N:17]=[CH:16]1)=[O:14]. (8) Given the product [C:43]([NH:22][C:20](=[O:21])[C:19]1[CH:23]=[CH:24][C:16]([C:14](=[O:15])/[CH:13]=[CH:12]/[C:10]2[CH:11]=[C:6]([C:5]3[S:1][C:2]4[CH:32]=[CH:31][CH:30]=[CH:29][C:3]=4[CH:4]=3)[C:7]([O:27][CH3:28])=[CH:8][C:9]=2[O:25][CH3:26])=[CH:17][CH:18]=1)(=[O:45])[CH3:44], predict the reactants needed to synthesize it. The reactants are: [S:1]1[C:5]([C:6]2[C:7]([O:27][CH3:28])=[CH:8][C:9]([O:25][CH3:26])=[C:10](/[CH:12]=[CH:13]/[C:14]([C:16]3[CH:24]=[CH:23][C:19]([C:20]([NH2:22])=[O:21])=[CH:18][CH:17]=3)=[O:15])[CH:11]=2)=[CH:4][C:3]2[CH:29]=[CH:30][CH:31]=[CH:32][C:2]1=2.C[Si]([N-][Si](C)(C)C)(C)C.[Li+].[C:43](OC(=O)C)(=[O:45])[CH3:44]. (9) Given the product [Cl:16][C:11]1[N:10]=[C:9]([Cl:26])[C:8]([NH:7][C:1]2[CH:6]=[CH:5][CH:4]=[CH:3][CH:2]=2)=[CH:13][N:12]=1, predict the reactants needed to synthesize it. The reactants are: [C:1]1([NH:7][C:8]2[C:9](=O)[NH:10][C:11](=O)[NH:12][CH:13]=2)[CH:6]=[CH:5][CH:4]=[CH:3][CH:2]=1.[ClH:16].C(N(CC)CC)C.P(Cl)(Cl)([Cl:26])=O.